From a dataset of Full USPTO retrosynthesis dataset with 1.9M reactions from patents (1976-2016). Predict the reactants needed to synthesize the given product. (1) Given the product [F:19][C:17]([F:18])([F:20])[C:15]1[CH:14]=[C:13]([C@H:21]([O:23][C@@H:24]2[C@@H:29]([C:30]3[CH:35]=[CH:34][CH:33]=[CH:32][CH:31]=3)[C@H:28]([CH2:36][N:37]3[CH2:2][CH2:3][CH2:4][S:5]3(=[O:7])=[O:6])[CH2:27][CH2:26][O:25]2)[CH3:22])[CH:12]=[C:11]([C:10]([F:39])([F:9])[F:38])[CH:16]=1, predict the reactants needed to synthesize it. The reactants are: Cl[CH2:2][CH2:3][CH2:4][S:5](Cl)(=[O:7])=[O:6].[F:9][C:10]([F:39])([F:38])[C:11]1[CH:12]=[C:13]([C@H:21]([O:23][C@@H:24]2[C@@H:29]([C:30]3[CH:35]=[CH:34][CH:33]=[CH:32][CH:31]=3)[C@H:28]([CH2:36][NH2:37])[CH2:27][CH2:26][O:25]2)[CH3:22])[CH:14]=[C:15]([C:17]([F:20])([F:19])[F:18])[CH:16]=1.C(N(C(C)C)C(C)C)C.O. (2) Given the product [CH3:22][C:21]1[N:3]2[CH2:4][CH2:5][CH:6]([C:7]([OH:9])=[O:8])[C:2]2=[N:25][N:24]=1, predict the reactants needed to synthesize it. The reactants are: O=[C:2]1[CH:6]([C:7]([O:9]CC)=[O:8])[CH2:5][CH2:4][NH:3]1.F[B-](F)(F)F.C[O+](C)C.[C:21]([NH:24][NH2:25])(=O)[CH3:22]. (3) Given the product [O:11]1[CH2:16][CH2:15][CH2:14][CH2:13][CH:12]1[N:17]1[CH:21]=[C:20]([C:2]2[CH:3]=[C:4]3[C:8](=[CH:9][CH:10]=2)[NH:7][CH:6]=[CH:5]3)[CH:19]=[N:18]1, predict the reactants needed to synthesize it. The reactants are: Br[C:2]1[CH:3]=[C:4]2[C:8](=[CH:9][CH:10]=1)[NH:7][CH:6]=[CH:5]2.[O:11]1[CH2:16][CH2:15][CH2:14][CH2:13][CH:12]1[N:17]1[CH:21]=[C:20](C2OC(C)(C)C(C)(C)O2)[CH:19]=[N:18]1.C([O-])([O-])=O.[Cs+].[Cs+].C(Cl)Cl. (4) Given the product [N:14]1[N:9]2[C:10]3[C:5]([CH:6]=[CH:7][C:8]2=[N:16][N:15]=1)=[C:4]([CH2:1][CH:2]=[O:18])[CH:13]=[CH:12][CH:11]=3, predict the reactants needed to synthesize it. The reactants are: [CH2:1]([C:4]1[CH:13]=[CH:12][CH:11]=[C:10]2[C:5]=1[CH:6]=[CH:7][C:8]1[N:9]2[N:14]=[N:15][N:16]=1)[CH:2]=C.I([O-])(=O)(=O)=[O:18].[Na+]. (5) Given the product [CH3:1][C:2]1[CH:7]=[CH:6][C:5]([S:8][C:26]2[CH:17]=[CH:18][CH:19]=[CH:20][C:25]=2[N:24]2[CH2:23][C@@H:22]([CH3:21])[NH:34][CH2:35][C@@H:36]2[CH3:37])=[CH:4][CH:3]=1, predict the reactants needed to synthesize it. The reactants are: [CH3:1][C:2]1[CH:7]=[CH:6][C:5]([SH:8])=[CH:4][CH:3]=1.[H-].[Na+].[H][H].N1[C:26]2[C:17](=[CH:18][CH:19]=[C:20]3[C:25]=2[N:24]=[CH:23][CH:22]=[CH:21]3)C=CC=1.FC(F)(F)C(O)=O.[N:34]1C=C[CH:37]=[CH:36][CH:35]=1.O. (6) Given the product [F:23][C:17]1[CH:18]=[CH:19][CH:20]=[C:21]([F:22])[C:16]=1[C:14]1[O:15][C:11]([C:8]2[CH:9]=[CH:10][C:5]([O:4][CH2:3][CH2:2][N:31]3[CH2:32][CH2:33][N:28]([CH3:27])[CH2:29][CH2:30]3)=[CH:6][CH:7]=2)=[C:12]([C:24]([NH2:26])=[O:25])[N:13]=1, predict the reactants needed to synthesize it. The reactants are: Cl[CH2:2][CH2:3][O:4][C:5]1[CH:10]=[CH:9][C:8]([C:11]2[O:15][C:14]([C:16]3[C:21]([F:22])=[CH:20][CH:19]=[CH:18][C:17]=3[F:23])=[N:13][C:12]=2[C:24]([NH2:26])=[O:25])=[CH:7][CH:6]=1.[CH3:27][N:28]1[CH2:33][CH2:32][NH:31][CH2:30][CH2:29]1.C(N(CC)CC)C. (7) Given the product [CH2:15]([C:12]1([CH2:17][CH3:18])[C:13]2[CH:14]=[C:2]([CH:26]=[O:25])[CH:3]=[CH:4][C:5]=2[C:6]2[C:11]1=[CH:10][C:9]([N:19]1[CH2:24][CH2:23][CH2:22][CH2:21][CH2:20]1)=[CH:8][CH:7]=2)[CH3:16], predict the reactants needed to synthesize it. The reactants are: Br[C:2]1[CH:14]=[C:13]2[C:5]([C:6]3[CH:7]=[CH:8][C:9]([N:19]4[CH2:24][CH2:23][CH2:22][CH2:21][CH2:20]4)=[CH:10][C:11]=3[C:12]2([CH2:17][CH3:18])[CH2:15][CH3:16])=[CH:4][CH:3]=1.[O:25]1CCC[CH2:26]1.C([Li])CCC. (8) The reactants are: [CH3:1][O:2][C:3]1[CH:8]=[CH:7][C:6]([N+:9]([O-:11])=[O:10])=[CH:5][C:4]=1[N:12]1[CH2:17][CH2:16][C:15](=O)[CH2:14][CH2:13]1.[CH3:19][N:20]1[CH2:25][CH2:24][NH:23][CH2:22][CH2:21]1.C(O[BH-](OC(=O)C)OC(=O)C)(=O)C.[Na+].C(=O)([O-])O.[Na+]. Given the product [CH3:1][O:2][C:3]1[CH:8]=[CH:7][C:6]([N+:9]([O-:11])=[O:10])=[CH:5][C:4]=1[N:12]1[CH2:17][CH2:16][CH:15]([N:23]2[CH2:24][CH2:25][N:20]([CH3:19])[CH2:21][CH2:22]2)[CH2:14][CH2:13]1, predict the reactants needed to synthesize it.